This data is from Full USPTO retrosynthesis dataset with 1.9M reactions from patents (1976-2016). The task is: Predict the reactants needed to synthesize the given product. (1) Given the product [CH3:27][O:28][CH:29]1[CH2:32][N:31]([C:23]([C:20]2[CH:19]=[CH:18][C:17]3[C:22](=[C:13]([C:10]4[CH:11]=[CH:12][C:7]([C:5]5[CH:4]=[N:3][N:2]([CH3:1])[CH:6]=5)=[CH:8][CH:9]=4)[CH:14]=[N:15][CH:16]=3)[N:21]=2)=[O:25])[CH2:30]1, predict the reactants needed to synthesize it. The reactants are: [CH3:1][N:2]1[CH:6]=[C:5]([C:7]2[CH:12]=[CH:11][C:10]([C:13]3[CH:14]=[N:15][CH:16]=[C:17]4[C:22]=3[N:21]=[C:20]([C:23]([OH:25])=O)[CH:19]=[CH:18]4)=[CH:9][CH:8]=2)[CH:4]=[N:3]1.Cl.[CH3:27][O:28][CH:29]1[CH2:32][NH:31][CH2:30]1.C(N(CC)CC)C.CN(C(ON1N=NC2C=CC=NC1=2)=[N+](C)C)C.F[P-](F)(F)(F)(F)F. (2) The reactants are: FC(F)(F)S(O)(=O)=[O:4].N[C:10]1[C:11]([S:16][CH2:17][C:18]([O:20][CH3:21])=[O:19])=[N:12][CH:13]=[CH:14][CH:15]=1.ClCCl.N([O:27][C:28]([CH3:31])(C)C)=O. Given the product [C:28]([O:27][C:10]1[C:11]([S:16][CH2:17][C:18]([O:20][CH3:21])=[O:19])=[N:12][CH:13]=[CH:14][CH:15]=1)(=[O:4])[CH3:31], predict the reactants needed to synthesize it. (3) Given the product [F:1][C:2]1[CH:3]=[C:4]([NH:19][C:23]([C:22]2[C:21]([F:20])=[CH:29][CH:28]=[CH:27][C:26]=2[F:30])=[O:24])[CH:5]=[C:6]([F:18])[C:7]=1[C:8]1[N:12]([CH3:13])[N:11]=[C:10]([C:14]([F:17])([F:15])[F:16])[CH:9]=1, predict the reactants needed to synthesize it. The reactants are: [F:1][C:2]1[CH:3]=[C:4]([NH2:19])[CH:5]=[C:6]([F:18])[C:7]=1[C:8]1[N:12]([CH3:13])[N:11]=[C:10]([C:14]([F:17])([F:16])[F:15])[CH:9]=1.[F:20][C:21]1[CH:29]=[CH:28][CH:27]=[C:26]([F:30])[C:22]=1[C:23](Cl)=[O:24].CCN(C(C)C)C(C)C.C([O-])(O)=O.[Na+].C(Cl)Cl.